This data is from Reaction yield outcomes from USPTO patents with 853,638 reactions. The task is: Predict the reaction yield, written as a fraction of the theoretical maximum amount of product (1.0 means a 100% yield; for example, 0.34 means a 34% yield). (1) The reactants are [Br:1][C:2]1[CH:9]=[CH:8][C:5]([C:6]#[N:7])=[C:4]([F:10])[C:3]=1[CH3:11].C(O)(C(F)(F)F)=[O:13].S(=O)(=O)(O)O. The catalyst is O. The product is [Br:1][C:2]1[CH:9]=[CH:8][C:5]([C:6]([NH2:7])=[O:13])=[C:4]([F:10])[C:3]=1[CH3:11]. The yield is 0.940. (2) The yield is 0.560. The product is [CH:1]1([NH:6][C:7]2[CH:8]=[CH:9][CH:10]=[C:11]3[C:15]=2[NH:14][C:13]([C:16]2[S:17][CH2:18][C@@H:19]([CH2:21][C:22]4[O:24][N:28]=[C:27]([CH:29]5[CH2:33][CH2:32][CH2:31][CH2:30]5)[N:26]=4)[N:20]=2)=[CH:12]3)[CH2:5][CH2:4][CH2:3][CH2:2]1. The catalyst is CN(C)C=O. The reactants are [CH:1]1([NH:6][C:7]2[CH:8]=[CH:9][CH:10]=[C:11]3[C:15]=2[NH:14][C:13]([C:16]2[S:17][CH2:18][C@@H:19]([CH2:21][C:22]([OH:24])=O)[N:20]=2)=[CH:12]3)[CH2:5][CH2:4][CH2:3][CH2:2]1.O[NH:26][C:27]([CH:29]1[CH2:33][CH2:32][CH2:31][CH2:30]1)=[NH:28].O.